This data is from Catalyst prediction with 721,799 reactions and 888 catalyst types from USPTO. The task is: Predict which catalyst facilitates the given reaction. (1) Reactant: C([O:3][C:4](=O)[NH:5][CH2:6][CH2:7][C:8]1[CH:13]=[CH:12][C:11]([F:14])=[C:10]([Cl:15])[CH:9]=1)C.O=P12OP3(OP(OP(O3)(O1)=O)(=O)O2)=O. The catalyst class is: 265. Product: [Cl:15][C:10]1[C:11]([F:14])=[CH:12][CH:13]=[C:8]2[C:9]=1[C:4](=[O:3])[NH:5][CH2:6][CH2:7]2. (2) Reactant: [C:1]([NH:5][C:6]1[N:7]=[C:8]([N:24]2[CH2:28][CH2:27][C:26]([F:30])([F:29])[CH2:25]2)[C:9]2[N:14]=[N:13][N:12](CC3C=CC(OC)=CC=3)[C:10]=2[N:11]=1)([CH3:4])([CH3:3])[CH3:2]. Product: [C:1]([NH:5][C:6]1[N:7]=[C:8]([N:24]2[CH2:28][CH2:27][C:26]([F:29])([F:30])[CH2:25]2)[C:9]2[N:14]=[N:13][NH:12][C:10]=2[N:11]=1)([CH3:4])([CH3:2])[CH3:3]. The catalyst class is: 19.